From a dataset of NCI-60 drug combinations with 297,098 pairs across 59 cell lines. Regression. Given two drug SMILES strings and cell line genomic features, predict the synergy score measuring deviation from expected non-interaction effect. (1) Drug 1: C1=C(C(=O)NC(=O)N1)N(CCCl)CCCl. Drug 2: CN(CCCl)CCCl.Cl. Cell line: HCC-2998. Synergy scores: CSS=12.1, Synergy_ZIP=-3.99, Synergy_Bliss=-3.84, Synergy_Loewe=-6.03, Synergy_HSA=-3.90. (2) Drug 1: C1=CN(C(=O)N=C1N)C2C(C(C(O2)CO)O)O.Cl. Drug 2: CCC1(CC2CC(C3=C(CCN(C2)C1)C4=CC=CC=C4N3)(C5=C(C=C6C(=C5)C78CCN9C7C(C=CC9)(C(C(C8N6C)(C(=O)OC)O)OC(=O)C)CC)OC)C(=O)OC)O.OS(=O)(=O)O. Cell line: EKVX. Synergy scores: CSS=3.58, Synergy_ZIP=1.78, Synergy_Bliss=5.73, Synergy_Loewe=1.94, Synergy_HSA=1.19. (3) Drug 1: CC1=C(C=C(C=C1)C(=O)NC2=CC(=CC(=C2)C(F)(F)F)N3C=C(N=C3)C)NC4=NC=CC(=N4)C5=CN=CC=C5. Drug 2: C(CC(=O)O)C(=O)CN.Cl. Cell line: BT-549. Synergy scores: CSS=2.86, Synergy_ZIP=-0.920, Synergy_Bliss=0.619, Synergy_Loewe=-4.69, Synergy_HSA=-4.74. (4) Drug 1: CC1OCC2C(O1)C(C(C(O2)OC3C4COC(=O)C4C(C5=CC6=C(C=C35)OCO6)C7=CC(=C(C(=C7)OC)O)OC)O)O. Drug 2: C1=CC=C(C=C1)NC(=O)CCCCCCC(=O)NO. Cell line: K-562. Synergy scores: CSS=48.6, Synergy_ZIP=4.63, Synergy_Bliss=4.93, Synergy_Loewe=7.58, Synergy_HSA=9.32. (5) Drug 2: COC1=C2C(=CC3=C1OC=C3)C=CC(=O)O2. Synergy scores: CSS=30.5, Synergy_ZIP=-4.03, Synergy_Bliss=-4.91, Synergy_Loewe=-4.64, Synergy_HSA=-1.56. Cell line: HOP-62. Drug 1: COC1=NC(=NC2=C1N=CN2C3C(C(C(O3)CO)O)O)N.